This data is from Full USPTO retrosynthesis dataset with 1.9M reactions from patents (1976-2016). The task is: Predict the reactants needed to synthesize the given product. (1) Given the product [CH2:1]([O:3][C:4]([C:6]1[C:7](=[O:21])[O:8][C:9]2[C:14]([CH:15]=1)=[C:13]([CH2:16][Br:29])[CH:12]=[C:11]([O:17][CH2:18][O:19][CH3:20])[CH:10]=2)=[O:5])[CH3:2], predict the reactants needed to synthesize it. The reactants are: [CH2:1]([O:3][C:4]([C:6]1[C:7](=[O:21])[O:8][C:9]2[C:14]([CH:15]=1)=[C:13]([CH3:16])[CH:12]=[C:11]([O:17][CH2:18][O:19][CH3:20])[CH:10]=2)=[O:5])[CH3:2].C1C(=O)N([Br:29])C(=O)C1.CC(N=NC(C#N)(C)C)(C#N)C. (2) Given the product [CH3:15][O:14][C:12]1[CH:11]=[C:10]([CH3:16])[CH:9]=[C:8]([O:7][CH3:6])[C:13]=1[CH2:26][CH2:25][CH2:24][CH2:23][C:17]1[CH:22]=[CH:21][CH:20]=[CH:19][CH:18]=1, predict the reactants needed to synthesize it. The reactants are: [Li]CCCC.[CH3:6][O:7][C:8]1[CH:9]=[C:10]([CH3:16])[CH:11]=[C:12]([O:14][CH3:15])[CH:13]=1.[C:17]1([CH2:23][CH2:24][CH2:25][CH2:26]Br)[CH:22]=[CH:21][CH:20]=[CH:19][CH:18]=1. (3) Given the product [Cl:9][C:4]1[N:5]=[C:6]([Cl:8])[N:7]=[C:2]([NH:10][CH2:11][CH2:12][C:13]2[CH:18]=[CH:17][CH:16]=[CH:15][N:14]=2)[N:3]=1, predict the reactants needed to synthesize it. The reactants are: Cl[C:2]1[N:7]=[C:6]([Cl:8])[N:5]=[C:4]([Cl:9])[N:3]=1.[NH2:10][CH2:11][CH2:12][C:13]1[CH:18]=[CH:17][CH:16]=[CH:15][N:14]=1. (4) Given the product [NH2:8][C:9]1[N:10]=[CH:11][C:12]([C:21]2[CH:22]=[N:23][N:24]([C@H:26]3[CH2:27][CH2:28][C@H:29]([OH:32])[CH2:30][CH2:31]3)[CH:25]=2)=[C:13]2[CH:17]=[C:16]([C:48]3[CH:53]=[CH:52][CH:51]=[CH:50][CH:49]=3)[O:15][C:14]=12, predict the reactants needed to synthesize it. The reactants are: C(OC([N:8](C(OC(C)(C)C)=O)[C:9]1[N:10]=[CH:11][C:12]([C:21]2[CH:22]=[N:23][N:24]([C@H:26]3[CH2:31][CH2:30][C@H:29]([O:32][Si](C(C)(C)C)(C)C)[CH2:28][CH2:27]3)[CH:25]=2)=[C:13]2[CH:17]=[C:16](B(O)O)[O:15][C:14]=12)=O)(C)(C)C.I[C:48]1[CH:53]=[CH:52][CH:51]=[CH:50][CH:49]=1.C(=O)([O-])[O-].[K+].[K+].Cl. (5) Given the product [NH2:39][C@H:30]([C:29](=[O:47])[NH:28][C@H:23]([C:22](=[O:48])[NH:21][CH2:20][C:19](=[O:49])[N:11]1[C:12]2[C:17](=[CH:16][CH:15]=[CH:14][CH:13]=2)[CH2:18][C@H:10]1[C:8](=[O:9])[NH:7][CH2:6][C:5]1[N:4]=[N:3][NH:2][N:1]=1)[C@@H:24]([CH3:27])[CH2:25][CH3:26])[CH2:31][C:32]([OH:34])=[O:33], predict the reactants needed to synthesize it. The reactants are: [N:1]1[NH:2][N:3]=[N:4][C:5]=1[CH2:6][NH:7][C:8]([C@@H:10]1[CH2:18][C:17]2[C:12](=[CH:13][CH:14]=[CH:15][CH:16]=2)[N:11]1[C:19](=[O:49])[CH2:20][NH:21][C:22](=[O:48])[C@@H:23]([NH:28][C:29](=[O:47])[C@@H:30]([NH:39]C(OC(C)(C)C)=O)[CH2:31][C:32]([O:34]C(C)(C)C)=[O:33])[C@@H:24]([CH3:27])[CH2:25][CH3:26])=[O:9]. (6) Given the product [CH3:1][C:2]1[N:7]([CH2:8][C:9]2[S:13][C:12]([C:14]([F:17])([F:16])[F:15])=[N:11][CH:10]=2)[C:6](=[O:18])[N:5]=[C:4]([N:31]2[CH2:30][CH2:29][C:28]3[C:33](=[CH:34][CH:35]=[C:26]([O:25][CH2:24][C:23]([F:22])([F:37])[F:36])[CH:27]=3)[CH2:32]2)[N:3]=1, predict the reactants needed to synthesize it. The reactants are: [CH3:1][C:2]1[N:7]([CH2:8][C:9]2[S:13][C:12]([C:14]([F:17])([F:16])[F:15])=[N:11][CH:10]=2)[C:6](=[O:18])[N:5]=[C:4](SC)[N:3]=1.Cl.[F:22][C:23]([F:37])([F:36])[CH2:24][O:25][C:26]1[CH:27]=[C:28]2[C:33](=[CH:34][CH:35]=1)[CH2:32][NH:31][CH2:30][CH2:29]2. (7) Given the product [CH2:1]([O:8][N:9]([CH:12]([C:39]([NH:25][NH:24][C:26]1[N:31]=[C:30]([C:32]([F:35])([F:34])[F:33])[CH:29]=[CH:28][N:27]=1)=[O:40])[CH:13]1[CH2:14][C@H:15]([CH3:20])[CH2:16][C@H:17]([CH3:19])[CH2:18]1)[CH:10]=[O:11])[C:2]1[CH:3]=[CH:4][CH:5]=[CH:6][CH:7]=1, predict the reactants needed to synthesize it. The reactants are: [CH2:1]([O:8][N:9]([CH2:12][C:13]1(C(O)=O)[CH2:18][C@H:17]([CH3:19])[CH2:16][C@H:15]([CH3:20])[CH2:14]1)[CH:10]=[O:11])[C:2]1[CH:7]=[CH:6][CH:5]=[CH:4][CH:3]=1.[NH:24]([C:26]1[N:31]=[C:30]([C:32]([F:35])([F:34])[F:33])[CH:29]=[CH:28][N:27]=1)[NH2:25].CN1CC[O:40][CH2:39]C1.C1C=NC2N(O)N=NC=2C=1.Cl.CN(C)CCCN=C=NCC. (8) Given the product [CH2:1]([O:8][C:9]1[CH:14]=[CH:13][C:12]([C:26]2[N:27]=[CH:28][C:29]([C:32]3[N:33]([CH2:41][O:42][CH2:43][CH2:44][Si:45]([CH3:48])([CH3:47])[CH3:46])[CH:34]=[C:35]([C:37]([F:39])([F:40])[F:38])[N:36]=3)=[CH:30][CH:31]=2)=[CH:11][C:10]=1[CH3:24])[C:2]1[CH:3]=[CH:4][CH:5]=[CH:6][CH:7]=1, predict the reactants needed to synthesize it. The reactants are: [CH2:1]([O:8][C:9]1[CH:14]=[CH:13][C:12](B2OC(C)(C)C(C)(C)O2)=[CH:11][C:10]=1[CH3:24])[C:2]1[CH:7]=[CH:6][CH:5]=[CH:4][CH:3]=1.Br[C:26]1[CH:31]=[CH:30][C:29]([C:32]2[N:33]([CH2:41][O:42][CH2:43][CH2:44][Si:45]([CH3:48])([CH3:47])[CH3:46])[CH:34]=[C:35]([C:37]([F:40])([F:39])[F:38])[N:36]=2)=[CH:28][N:27]=1. (9) Given the product [C:1]([O:5][C:6](=[O:18])[NH:7][C:8]1[CH:13]=[CH:12][C:11]([C:20]2[CH:25]=[CH:24][N:23]=[C:22]([NH:26][C:27](=[O:29])[CH3:28])[CH:21]=2)=[CH:10][CH:9]=1)([CH3:4])([CH3:3])[CH3:2], predict the reactants needed to synthesize it. The reactants are: [C:1]([O:5][C:6](=[O:18])[NH:7][C:8]1[CH:13]=[CH:12][C:11]([Sn](C)(C)C)=[CH:10][CH:9]=1)([CH3:4])([CH3:3])[CH3:2].Br[C:20]1[CH:25]=[CH:24][N:23]=[C:22]([NH:26][C:27](=[O:29])[CH3:28])[CH:21]=1.C([O-])([O-])=O.[K+].[K+]. (10) Given the product [NH2:21][CH2:20][CH2:19][O:18][C:17]1[CH:29]=[CH:30][C:14]([NH:13][C:4](=[O:6])[C:3]2[CH:7]=[CH:8][C:9]([O:11][CH3:12])=[CH:10][C:2]=2[F:1])=[CH:15][C:16]=1[C:31]1[N:35]([CH3:36])[N:34]=[CH:33][C:32]=1[Cl:37], predict the reactants needed to synthesize it. The reactants are: [F:1][C:2]1[CH:10]=[C:9]([O:11][CH3:12])[CH:8]=[CH:7][C:3]=1[C:4]([OH:6])=O.[NH2:13][C:14]1[CH:30]=[CH:29][C:17]([O:18][CH2:19][CH2:20][NH:21]C(=O)OC(C)(C)C)=[C:16]([C:31]2[N:35]([CH3:36])[N:34]=[CH:33][C:32]=2[Cl:37])[CH:15]=1.CN(C(ON1N=NC2C=CC=NC1=2)=[N+](C)C)C.F[P-](F)(F)(F)(F)F.C(N(CC)CC)C.Cl.